Task: Predict which catalyst facilitates the given reaction.. Dataset: Catalyst prediction with 721,799 reactions and 888 catalyst types from USPTO (1) Reactant: [Cl:1][C:2]1[CH:7]=[CH:6][C:5]([NH:8][C:9]2[NH:10][C:11]([C:14]3[CH:19]=[CH:18][C:17]([OH:20])=[CH:16][CH:15]=3)=[N:12][N:13]=2)=[CH:4][C:3]=1[C:21]([F:24])([F:23])[F:22].C[Si]([N-][Si](C)(C)C)(C)C.[K+].[NH2:35][C:36]1[N:37]=[N:38][C:39](Cl)=[CH:40][CH:41]=1.[C:43]([O-:46])([O-])=[O:44].[K+].[K+]. Product: [F:22][C:21]([F:24])([F:23])[C:43]([OH:46])=[O:44].[Cl:1][C:2]1[CH:7]=[CH:6][C:5]([NH:8][C:9]2[NH:10][C:11]([C:14]3[CH:15]=[CH:16][C:17]([O:20][C:39]4[N:38]=[N:37][C:36]([NH2:35])=[CH:41][CH:40]=4)=[CH:18][CH:19]=3)=[N:12][N:13]=2)=[CH:4][C:3]=1[C:21]([F:22])([F:23])[F:24]. The catalyst class is: 121. (2) Reactant: [C:1]([C:3]1[CH:11]=[CH:10][C:9]2[N:8]([CH2:12][C:13]3[CH:18]=[CH:17][CH:16]=[C:15]([F:19])[C:14]=3[O:20]C)[C:7]3[CH2:22][C@@H:23]([NH:25][C:26](=[O:31])[O:27][CH:28]([CH3:30])[CH3:29])[CH2:24][C:6]=3[C:5]=2[CH:4]=1)#[N:2].B(Br)(Br)Br. Product: [CH:28]([O:27][C:26](=[O:31])[NH:25][C@@H:23]1[CH2:22][C:7]2[N:8]([CH2:12][C:13]3[CH:18]=[CH:17][CH:16]=[C:15]([F:19])[C:14]=3[OH:20])[C:9]3[CH:10]=[CH:11][C:3]([C:1]#[N:2])=[CH:4][C:5]=3[C:6]=2[CH2:24]1)([CH3:30])[CH3:29]. The catalyst class is: 4. (3) Reactant: [NH2:1][CH:2]([CH3:21])[CH:3]([NH:13][C:14]([O:16][C:17]([CH3:20])([CH3:19])[CH3:18])=[O:15])[CH2:4][O:5][Si:6]([C:9]([CH3:12])([CH3:11])[CH3:10])([CH3:8])[CH3:7].CN1CCOCC1.C1C=CC2N(O)N=NC=2C=1.[C:39]([N:49]([CH3:63])[C@H:50]([C:60](O)=[O:61])[CH2:51][C:52]1[CH:57]=[CH:56][C:55]([O:58][CH3:59])=[CH:54][CH:53]=1)([O:41][CH2:42][C:43]1[CH:48]=[CH:47][CH:46]=[CH:45][CH:44]=1)=[O:40].C1CCC(N=C=NC2CCCCC2)CC1. Product: [C:39]([N:49]([CH3:63])[C@H:50]([C:60]([NH:1][CH:2]([CH3:21])[CH:3]([NH:13][C:14]([O:16][C:17]([CH3:20])([CH3:19])[CH3:18])=[O:15])[CH2:4][O:5][Si:6]([C:9]([CH3:12])([CH3:11])[CH3:10])([CH3:8])[CH3:7])=[O:61])[CH2:51][C:52]1[CH:57]=[CH:56][C:55]([O:58][CH3:59])=[CH:54][CH:53]=1)([O:41][CH2:42][C:43]1[CH:44]=[CH:45][CH:46]=[CH:47][CH:48]=1)=[O:40]. The catalyst class is: 2. (4) Reactant: C([O:4][CH:5]1[C:14]2[C:9](=[N:10][C:11]([C:22]3[CH:27]=[CH:26][C:25]([CH3:28])=[CH:24][CH:23]=3)=[C:12]([C:15]3[CH:20]=[CH:19][C:18]([CH3:21])=[CH:17][CH:16]=3)[N:13]=2)[N:8]([CH2:29][CH2:30][CH2:31][CH2:32][CH2:33][CH2:34][C:35]([O:37]CC)=[O:36])[CH2:7][CH2:6]1)(=O)C.[OH-].[Na+].Cl. Product: [OH:4][CH:5]1[C:14]2[C:9](=[N:10][C:11]([C:22]3[CH:27]=[CH:26][C:25]([CH3:28])=[CH:24][CH:23]=3)=[C:12]([C:15]3[CH:16]=[CH:17][C:18]([CH3:21])=[CH:19][CH:20]=3)[N:13]=2)[N:8]([CH2:29][CH2:30][CH2:31][CH2:32][CH2:33][CH2:34][C:35]([OH:37])=[O:36])[CH2:7][CH2:6]1. The catalyst class is: 8. (5) Reactant: Br[C:2]1[CH:3]=[N:4][CH:5]=[C:6]([C:8]2[O:12][CH:11]=[N:10][CH:9]=2)[CH:7]=1.[OH:13][C:14]1[CH:19]=[CH:18][CH:17]=[CH:16][N:15]=1.C([O-])([O-])=O.[K+].[K+]. Product: [O:12]1[C:8]([C:6]2[CH:7]=[C:2]([N:15]3[CH:16]=[CH:17][CH:18]=[CH:19][C:14]3=[O:13])[CH:3]=[N:4][CH:5]=2)=[CH:9][N:10]=[CH:11]1. The catalyst class is: 12.